From a dataset of Catalyst prediction with 721,799 reactions and 888 catalyst types from USPTO. Predict which catalyst facilitates the given reaction. (1) Reactant: Cl[C:2]1[CH:3]=[CH:4][C:5]2[O:14][CH2:13][CH2:12][C:11]3[CH:10]=[C:9]([C:15]4[N:16]([C:20]5[CH:25]=[CH:24][C:23]([F:26])=[CH:22][C:21]=5[F:27])[N:17]=[CH:18][N:19]=4)[S:8][C:7]=3[C:6]=2[N:28]=1.[CH:29]12[CH2:35][CH:32]([NH:33][CH2:34]1)[CH2:31][NH:30]2.CC(C1C=C(C(C)C)C(C2C=CC=CC=2P(C2CCCCC2)C2CCCCC2)=C(C(C)C)C=1)C.CC(C)([O-])C.N#N. Product: [CH:29]12[CH2:35][CH:32]([NH:33][CH2:34]1)[CH2:31][N:30]2[C:2]1[CH:3]=[CH:4][C:5]2[O:14][CH2:13][CH2:12][C:11]3[CH:10]=[C:9]([C:15]4[N:16]([C:20]5[CH:25]=[CH:24][C:23]([F:26])=[CH:22][C:21]=5[F:27])[N:17]=[CH:18][N:19]=4)[S:8][C:7]=3[C:6]=2[N:28]=1. The catalyst class is: 231. (2) Reactant: Cl[C:2]1[N:3]([C:12]2[CH:17]=[CH:16][C:15]([Cl:18])=[CH:14][CH:13]=2)[N:4]=[C:5]2[C:10]=1[CH:9]=[CH:8][C:7]([F:11])=[CH:6]2.[Cl:19][C:20]1[CH:21]=[C:22]([NH2:26])[CH:23]=[CH:24][CH:25]=1. Product: [Cl:19][C:20]1[CH:21]=[C:22]([NH:26][C:2]2[N:3]([C:12]3[CH:17]=[CH:16][C:15]([Cl:18])=[CH:14][CH:13]=3)[N:4]=[C:5]3[C:10]=2[CH:9]=[CH:8][C:7]([F:11])=[CH:6]3)[CH:23]=[CH:24][CH:25]=1. The catalyst class is: 60. (3) Reactant: [CH3:1][C@H:2]1[N:7]([C:8]2[CH:13]=[CH:12][C:11]([C:14]([F:17])([F:16])[F:15])=[CH:10][N:9]=2)[CH2:6][CH2:5][N:4]([CH2:18][C:19]2[C:20]([CH:24]=O)=[N:21][NH:22][CH:23]=2)[CH2:3]1.[N:26]1[CH:31]=[CH:30][C:29]([NH2:32])=[C:28]([NH2:33])[CH:27]=1.OS([O-])=O.[Na+].O. Product: [CH3:1][C@H:2]1[N:7]([C:8]2[CH:13]=[CH:12][C:11]([C:14]([F:17])([F:16])[F:15])=[CH:10][N:9]=2)[CH2:6][CH2:5][N:4]([CH2:18][C:19]2[C:20]([C:24]3[NH:32][C:29]4[CH:30]=[CH:31][N:26]=[CH:27][C:28]=4[N:33]=3)=[N:21][NH:22][CH:23]=2)[CH2:3]1. The catalyst class is: 10. (4) Reactant: [C:1]([C:5]1[CH:9]=[C:8]([NH:10][C:11]([NH:13][C:14]2[CH:19]=[CH:18][C:17]([Cl:20])=[CH:16][CH:15]=2)=[O:12])[N:7]([C:21]2[CH:26]=[CH:25][CH:24]=[C:23]([CH2:27][CH2:28][NH:29]C(=O)C(F)(F)F)[CH:22]=2)[N:6]=1)([CH3:4])([CH3:3])[CH3:2].C(=O)([O-])[O-].[K+].[K+]. Product: [NH2:29][CH2:28][CH2:27][C:23]1[CH:22]=[C:21]([N:7]2[C:8]([NH:10][C:11]([NH:13][C:14]3[CH:15]=[CH:16][C:17]([Cl:20])=[CH:18][CH:19]=3)=[O:12])=[CH:9][C:5]([C:1]([CH3:4])([CH3:3])[CH3:2])=[N:6]2)[CH:26]=[CH:25][CH:24]=1. The catalyst class is: 24. (5) Product: [C:2]([CH2:4][NH:5][C:6]([C@@H:8]1[CH2:12][C@@H:11]([S:13]([C:16]2[CH:21]=[CH:20][CH:19]=[CH:18][CH:17]=2)(=[O:14])=[O:15])[CH2:10][N:9]1[CH2:26][C:27]1[CH:32]=[CH:31][CH:30]=[CH:29][CH:28]=1)=[O:7])#[N:3]. The catalyst class is: 1. Reactant: Cl.[C:2]([CH2:4][NH:5][C:6]([C@@H:8]1[CH2:12][C@@H:11]([S:13]([C:16]2[CH:21]=[CH:20][CH:19]=[CH:18][CH:17]=2)(=[O:15])=[O:14])[CH2:10][NH:9]1)=[O:7])#[N:3].C(O)(=O)C.[CH:26](=O)[C:27]1[CH:32]=[CH:31][CH:30]=[CH:29][CH:28]=1.C(O[BH-](OC(=O)C)OC(=O)C)(=O)C.[Na+]. (6) The catalyst class is: 1. Reactant: [O:1]=[C:2]1[C:10](=[C:11]2[C:19]3[C:14](=[CH:15][C:16]([C:20]#[N:21])=[CH:17][CH:18]=3)[CH2:13][O:12]2)[C:9]2[C:4](=[CH:5][CH:6]=[CH:7][CH:8]=2)[NH:3]1.B.S(C)C. Product: [NH2:21][CH2:20][C:16]1[CH:15]=[C:14]2[C:19](=[CH:18][CH:17]=1)[C:11](=[C:10]1[C:9]3[C:4](=[CH:5][CH:6]=[CH:7][CH:8]=3)[NH:3][C:2]1=[O:1])[O:12][CH2:13]2. (7) The catalyst class is: 17. Product: [N:1]1[CH:2]=[C:3]([S:10][C:11]2[CH:20]=[CH:19][C:14]3[N:15]=[C:16]([NH:18][C:30](=[O:31])[CH2:29][N:26]4[CH2:27][CH2:28][N:23]([CH3:22])[C:24](=[O:33])[CH2:25]4)[S:17][C:13]=3[CH:12]=2)[N:4]2[CH:9]=[CH:8][CH:7]=[N:6][C:5]=12. Reactant: [N:1]1[CH:2]=[C:3]([S:10][C:11]2[CH:20]=[CH:19][C:14]3[N:15]=[C:16]([NH2:18])[S:17][C:13]=3[CH:12]=2)[N:4]2[CH:9]=[CH:8][CH:7]=[N:6][C:5]=12.Cl.[CH3:22][N:23]1[CH2:28][CH2:27][N:26]([CH2:29][C:30](O)=[O:31])[CH2:25][C:24]1=[O:33].Cl.CN(C)CCCN=C=NCC.